This data is from Forward reaction prediction with 1.9M reactions from USPTO patents (1976-2016). The task is: Predict the product of the given reaction. Given the reactants [Cl:1][C:2]1[CH:7]=[CH:6][C:5]([C:8]2([NH2:16])[CH2:13][CH2:12][NH:11][CH2:10][C:9]2([CH3:15])[CH3:14])=[CH:4][CH:3]=1.[NH:17]([C:25]([O:27][C:28]([CH3:31])([CH3:30])[CH3:29])=[O:26])[C@@H:18]([C:22](O)=[O:23])[CH:19]([CH3:21])[CH3:20].C1C=CC2N(O)N=NC=2C=1.C(N(CC)CC)C.C(Cl)CCl, predict the reaction product. The product is: [NH2:16][C:8]1([C:5]2[CH:6]=[CH:7][C:2]([Cl:1])=[CH:3][CH:4]=2)[CH2:13][CH2:12][N:11]([C:22](=[O:23])[C@H:18]([NH:17][C:25](=[O:26])[O:27][C:28]([CH3:31])([CH3:30])[CH3:29])[CH:19]([CH3:21])[CH3:20])[CH2:10][C:9]1([CH3:14])[CH3:15].